Predict the reactants needed to synthesize the given product. From a dataset of Full USPTO retrosynthesis dataset with 1.9M reactions from patents (1976-2016). (1) Given the product [CH3:1][C:2]([CH2:8][CH2:9][CH2:10][CH:11]([CH3:23])[CH2:12][CH2:13][CH2:14][CH:15]([CH3:22])[CH2:16][CH2:17][CH2:18][CH:19]([CH3:21])[CH3:20])=[CH:3][C:4]([O:6][CH2:7][C:26]([CH2:29][OH:30])([CH2:27][OH:28])[CH2:25][OH:24])=[O:5], predict the reactants needed to synthesize it. The reactants are: [CH3:1][C:2]([CH2:8][CH2:9][CH2:10][CH:11]([CH3:23])[CH2:12][CH2:13][CH2:14][CH:15]([CH3:22])[CH2:16][CH2:17][CH2:18][CH:19]([CH3:21])[CH3:20])=[CH:3][C:4]([O:6][CH3:7])=[O:5].[OH:24][CH2:25][C:26](CO)([CH2:29][OH:30])[CH2:27][OH:28].C(=O)([O-])[O-].[K+].[K+].Cl. (2) Given the product [C:1]1([NH:7][C:8]([N:10]2[CH2:15][CH2:14][N:13]([CH2:26][C:17]3[CH:18]=[N:19][C:20]4[C:25](=[CH:24][CH:23]=[CH:22][CH:21]=4)[N:16]=3)[CH2:12][CH2:11]2)=[O:9])[CH:6]=[CH:5][CH:4]=[CH:3][CH:2]=1, predict the reactants needed to synthesize it. The reactants are: [C:1]1([NH:7][C:8]([N:10]2[CH2:15][CH2:14][NH:13][CH2:12][CH2:11]2)=[O:9])[CH:6]=[CH:5][CH:4]=[CH:3][CH:2]=1.[N:16]1[C:25]2[C:20](=[CH:21][CH:22]=[CH:23][CH:24]=2)[N:19]=[CH:18][C:17]=1[CH:26]=O. (3) Given the product [OH-:13].[Na+:3].[CH:4]1[CH:5]=[CH:6][C:7]2[NH:14][C:12](=[O:13])[CH:11]=[C:10]([CH2:15][CH:16]([NH:20][C:21]([C:23]3[CH:28]=[CH:27][C:26]([Cl:29])=[CH:25][CH:24]=3)=[O:22])[C:17]([OH:19])=[O:18])[C:8]=2[CH:9]=1, predict the reactants needed to synthesize it. The reactants are: Cl.[OH-].[Na+:3].[CH:4]1[CH:5]=[CH:6][C:7]2[NH:14][C:12](=[O:13])[CH:11]=[C:10]([CH2:15][CH:16]([NH:20][C:21]([C:23]3[CH:24]=[CH:25][C:26]([Cl:29])=[CH:27][CH:28]=3)=[O:22])[C:17]([OH:19])=[O:18])[C:8]=2[CH:9]=1.